From a dataset of Catalyst prediction with 721,799 reactions and 888 catalyst types from USPTO. Predict which catalyst facilitates the given reaction. (1) Reactant: [H-].[H-].[H-].[H-].[Li+].[Al+3].N1CC1C([O-])=O.[C:13]1([C@@H:19]([N@:21]2[CH2:23][CH:22]2[C:24](OC)=[O:25])[CH3:20])[CH:18]=[CH:17][CH:16]=[CH:15][CH:14]=1.[OH-].[K+]. Product: [C:13]1([C@@H:19]([N@:21]2[CH2:23][CH:22]2[CH2:24][OH:25])[CH3:20])[CH:14]=[CH:15][CH:16]=[CH:17][CH:18]=1. The catalyst class is: 1. (2) Reactant: [N:1]1[CH:2]=[CH:3][N:4]2[C:9]=1[CH:8]=[CH:7][C:6]([O:10][C:11]1[CH:12]=[C:13]([CH:18]=[CH:19][CH:20]=1)[C:14]([O:16]C)=[O:15])=[N:5]2.[OH-].[Na+].Cl. Product: [N:1]1[CH:2]=[CH:3][N:4]2[C:9]=1[CH:8]=[CH:7][C:6]([O:10][C:11]1[CH:12]=[C:13]([CH:18]=[CH:19][CH:20]=1)[C:14]([OH:16])=[O:15])=[N:5]2. The catalyst class is: 5. (3) Reactant: C(OC([N:8]1[C@@H:12]([CH2:13][N:14]([CH:21]([CH3:23])[CH3:22])[C:15]2[CH:20]=[CH:19][CH:18]=[CH:17][CH:16]=2)[CH2:11][O:10]C1(C)C)=O)(C)(C)C.[ClH:26]. Product: [ClH:26].[ClH:26].[NH2:8][C@@H:12]([CH2:13][N:14]([CH:21]([CH3:23])[CH3:22])[C:15]1[CH:20]=[CH:19][CH:18]=[CH:17][CH:16]=1)[CH2:11][OH:10]. The catalyst class is: 12. (4) Reactant: [C:1]([NH2:9])(=[S:8])[C:2]1[CH:7]=[CH:6][CH:5]=[CH:4][CH:3]=1.[Cl:10][CH2:11][C:12]([CH2:14]Cl)=O. Product: [Cl:10][CH2:11][C:12]1[N:9]=[C:1]([C:2]2[CH:7]=[CH:6][CH:5]=[CH:4][CH:3]=2)[S:8][CH:14]=1. The catalyst class is: 5. (5) Reactant: [C:1]([NH:9][CH2:10][CH2:11][CH2:12]/[CH:13]=[CH:14]/[C:15]([NH:17][C:18]1[CH:23]=[CH:22][CH:21]=[CH:20][C:19]=1[NH:24]C(=O)OC(C)(C)C)=[O:16])(=[O:8])[C:2]1[CH:7]=[CH:6][CH:5]=[CH:4][CH:3]=1.Cl.C([O-])([O-])=O.[K+].[K+]. Product: [NH2:24][C:19]1[CH:20]=[CH:21][CH:22]=[CH:23][C:18]=1[NH:17][C:15](=[O:16])/[CH:14]=[CH:13]/[CH2:12][CH2:11][CH2:10][NH:9][C:1](=[O:8])[C:2]1[CH:3]=[CH:4][CH:5]=[CH:6][CH:7]=1. The catalyst class is: 41. (6) Reactant: [CH3:1][N:2]1[C:6]2=[N:7][CH:8]=[C:9]([C:11]([OH:13])=O)[CH:10]=[C:5]2[CH:4]=[CH:3]1.[F:14][C:15]1[C:20]([NH2:21])=[CH:19][CH:18]=[C:17]([F:22])[N:16]=1.O. Product: [F:14][C:15]1[C:20]([NH:21][C:11]([C:9]2[CH:10]=[C:5]3[CH:4]=[CH:3][N:2]([CH3:1])[C:6]3=[N:7][CH:8]=2)=[O:13])=[CH:19][CH:18]=[C:17]([F:22])[N:16]=1. The catalyst class is: 202.